From a dataset of NCI-60 drug combinations with 297,098 pairs across 59 cell lines. Regression. Given two drug SMILES strings and cell line genomic features, predict the synergy score measuring deviation from expected non-interaction effect. (1) Drug 1: C1CC(C1)(C(=O)O)C(=O)O.[NH2-].[NH2-].[Pt+2]. Drug 2: CCC1(C2=C(COC1=O)C(=O)N3CC4=CC5=C(C=CC(=C5CN(C)C)O)N=C4C3=C2)O.Cl. Cell line: SN12C. Synergy scores: CSS=38.9, Synergy_ZIP=-2.18, Synergy_Bliss=1.60, Synergy_Loewe=-11.5, Synergy_HSA=2.04. (2) Drug 1: CC(CN1CC(=O)NC(=O)C1)N2CC(=O)NC(=O)C2. Drug 2: C1CNP(=O)(OC1)N(CCCl)CCCl. Cell line: UACC62. Synergy scores: CSS=15.4, Synergy_ZIP=-4.98, Synergy_Bliss=-1.32, Synergy_Loewe=-5.21, Synergy_HSA=-0.236. (3) Drug 1: C1=C(C(=O)NC(=O)N1)F. Drug 2: CC(C1=C(C=CC(=C1Cl)F)Cl)OC2=C(N=CC(=C2)C3=CN(N=C3)C4CCNCC4)N. Cell line: SN12C. Synergy scores: CSS=26.2, Synergy_ZIP=1.04, Synergy_Bliss=0.868, Synergy_Loewe=2.76, Synergy_HSA=3.34. (4) Drug 1: C1=NC2=C(N1)C(=S)N=C(N2)N. Drug 2: CCN(CC)CCNC(=O)C1=C(NC(=C1C)C=C2C3=C(C=CC(=C3)F)NC2=O)C. Cell line: A498. Synergy scores: CSS=11.6, Synergy_ZIP=-4.53, Synergy_Bliss=-1.51, Synergy_Loewe=-2.67, Synergy_HSA=-2.57. (5) Drug 1: C1CC(=O)NC(=O)C1N2CC3=C(C2=O)C=CC=C3N. Drug 2: COC1=CC(=CC(=C1O)OC)C2C3C(COC3=O)C(C4=CC5=C(C=C24)OCO5)OC6C(C(C7C(O6)COC(O7)C8=CC=CS8)O)O. Cell line: SK-OV-3. Synergy scores: CSS=3.71, Synergy_ZIP=-6.48, Synergy_Bliss=-2.51, Synergy_Loewe=-0.664, Synergy_HSA=-0.357. (6) Drug 1: C1=C(C(=O)NC(=O)N1)N(CCCl)CCCl. Drug 2: C(CC(=O)O)C(=O)CN.Cl. Cell line: M14. Synergy scores: CSS=3.07, Synergy_ZIP=-10.0, Synergy_Bliss=-20.8, Synergy_Loewe=-28.3, Synergy_HSA=-21.0. (7) Drug 1: CC(CN1CC(=O)NC(=O)C1)N2CC(=O)NC(=O)C2. Drug 2: CC1C(C(CC(O1)OC2CC(CC3=C2C(=C4C(=C3O)C(=O)C5=C(C4=O)C(=CC=C5)OC)O)(C(=O)C)O)N)O.Cl. Cell line: A549. Synergy scores: CSS=38.5, Synergy_ZIP=-3.81, Synergy_Bliss=-3.38, Synergy_Loewe=-0.807, Synergy_HSA=1.14.